Dataset: Forward reaction prediction with 1.9M reactions from USPTO patents (1976-2016). Task: Predict the product of the given reaction. (1) The product is: [CH2:55]1[C:56]2[C:61](=[CH:60][CH:59]=[CH:58][CH:57]=2)[CH2:62][CH2:63][N:54]1[CH2:53][CH:52]([OH:64])[CH2:51][NH:50][C:12](=[O:14])[C:11]1[CH:10]=[CH:9][C:8]([O:7][CH:4]2[CH2:3][CH2:2][O:1][CH2:6][CH2:5]2)=[CH:16][CH:15]=1. Given the reactants [O:1]1[CH2:6][CH2:5][CH:4]([O:7][C:8]2[CH:16]=[CH:15][C:11]([C:12]([OH:14])=O)=[CH:10][CH:9]=2)[CH2:3][CH2:2]1.CCN(C(C)C)C(C)C.CN(C(ON1N=NC2C=CC=NC1=2)=[N+](C)C)C.F[P-](F)(F)(F)(F)F.[NH2:50][CH2:51][CH:52]([OH:64])[CH2:53][N:54]1[CH2:63][CH2:62][C:61]2[C:56](=[CH:57][CH:58]=[CH:59][CH:60]=2)[CH2:55]1, predict the reaction product. (2) Given the reactants [Cl:1][C:2]1[N:7]=[C:6]([CH:8]=[O:9])[C:5]([CH3:10])=[C:4]([Cl:11])[N:3]=1.C(O)C, predict the reaction product. The product is: [Cl:1][C:2]1[N:7]=[C:6]([CH2:8][OH:9])[C:5]([CH3:10])=[C:4]([Cl:11])[N:3]=1. (3) Given the reactants [F:1][C:2]1[CH:7]=[CH:6][C:5]([C:8]#[C:9][C:10]2[N:14]3[CH:15]=[CH:16][CH:17]=[CH:18][C:13]3=[N:12][C:11]=2[CH2:19][O:20][CH2:21][C:22]([OH:24])=[O:23])=[CH:4][CH:3]=1.S(=O)(=O)(O)O.[CH:30](O)([CH3:32])[CH3:31], predict the reaction product. The product is: [F:1][C:2]1[CH:7]=[CH:6][C:5]([C:8]#[C:9][C:10]2[N:14]3[CH:15]=[CH:16][CH:17]=[CH:18][C:13]3=[N:12][C:11]=2[CH2:19][O:20][CH2:21][C:22]([O:24][CH:30]([CH3:32])[CH3:31])=[O:23])=[CH:4][CH:3]=1. (4) Given the reactants [Cl:1][C:2]1[CH:7]=[CH:6][CH:5]=[C:4]([Cl:8])[C:3]=1[N:9]1[C:13]([C:14]2[CH:19]=[CH:18][C:17]([C:20]3[CH:25]=[CH:24][CH:23]=[C:22]([S:26]([CH3:29])(=[O:28])=[O:27])[CH:21]=3)=[CH:16][C:15]=2[CH3:30])=[CH:12][C:11]([C:31]([O:33]C)=O)=[N:10]1.[NH:35]1[CH2:39][CH2:38][CH2:37][CH2:36]1, predict the reaction product. The product is: [Cl:8][C:4]1[CH:5]=[CH:6][CH:7]=[C:2]([Cl:1])[C:3]=1[N:9]1[C:13]([C:14]2[CH:19]=[CH:18][C:17]([C:20]3[CH:25]=[CH:24][CH:23]=[C:22]([S:26]([CH3:29])(=[O:28])=[O:27])[CH:21]=3)=[CH:16][C:15]=2[CH3:30])=[CH:12][C:11]([C:31]([N:35]2[CH2:39][CH2:38][CH2:37][CH2:36]2)=[O:33])=[N:10]1.